This data is from Peptide-MHC class II binding affinity with 134,281 pairs from IEDB. The task is: Regression. Given a peptide amino acid sequence and an MHC pseudo amino acid sequence, predict their binding affinity value. This is MHC class II binding data. (1) The peptide sequence is KTVSEGAVDIINKWQ. The MHC is HLA-DPA10201-DPB11401 with pseudo-sequence HLA-DPA10201-DPB11401. The binding affinity (normalized) is 0.331. (2) The peptide sequence is KASTGGAYESYKFIPALEAA. The MHC is DRB1_1602 with pseudo-sequence DRB1_1602. The binding affinity (normalized) is 0.819.